Dataset: Catalyst prediction with 721,799 reactions and 888 catalyst types from USPTO. Task: Predict which catalyst facilitates the given reaction. (1) Reactant: Cl[C:2]1[CH:7]=[C:6]([C:8]2[CH:9]=[N:10][C:11]([C:14]([F:17])([F:16])[F:15])=[N:12][CH:13]=2)[C:5]([O:18][CH:19]([F:21])[F:20])=[CH:4][N:3]=1.[Zn](C)[CH3:23]. Product: [F:20][CH:19]([F:21])[O:18][C:5]1[C:6]([C:8]2[CH:9]=[N:10][C:11]([C:14]([F:17])([F:16])[F:15])=[N:12][CH:13]=2)=[CH:7][C:2]([CH3:23])=[N:3][CH:4]=1. The catalyst class is: 75. (2) Reactant: [CH:1]1[C:7](N)=[N:6][C:4](=[O:5])[N:3]([C@@H:9]2[O:13][C@H:12]([CH2:14][OH:15])[C@@H:11]([OH:16])[C:10]2([F:18])[F:17])[CH:2]=1.Cl.[CH2:20]([NH:32][C:33]([C:35]1[C:36]([C:41]([OH:43])=O)=[N:37][CH:38]=[CH:39][N:40]=1)=[O:34])[CH2:21][CH2:22][CH2:23][CH2:24][CH2:25][CH2:26][CH2:27][CH2:28][CH2:29]CC.F[P-](F)(F)(F)(F)F.N1(O[P+](N2CCCC2)(N2CCCC2)N2CCCC2)[C:55]2C=CC=C[C:54]=2N=N1.C[N:78](C)C=O. Product: [F:17][C:10]1([F:18])[C@H:11]([OH:16])[C@@H:12]([CH2:14][OH:15])[O:13][C@H:9]1[N:3]1[CH:2]=[CH:1][C:7]([N:32]([CH:20]([CH2:21][CH2:22][CH2:23][CH2:24][CH2:25][CH2:26][CH2:27][CH2:28][CH3:29])[CH2:54][CH3:55])[C:33]([C:35]2[C:36]([C:41]([NH2:78])=[O:43])=[N:37][CH:38]=[CH:39][N:40]=2)=[O:34])=[N:6][C:4]1=[O:5]. The catalyst class is: 277.